This data is from Forward reaction prediction with 1.9M reactions from USPTO patents (1976-2016). The task is: Predict the product of the given reaction. Given the reactants [Cl:1][C:2]1[CH:3]=[C:4]([C:8]2[CH:13]=[C:12]([N+:14]([O-])=O)[CH:11]=[CH:10][C:9]=2[O:17][CH3:18])[CH:5]=[CH:6][CH:7]=1.[H][H], predict the reaction product. The product is: [Cl:1][C:2]1[CH:3]=[C:4]([C:8]2[CH:13]=[C:12]([CH:11]=[CH:10][C:9]=2[O:17][CH3:18])[NH2:14])[CH:5]=[CH:6][CH:7]=1.